This data is from Peptide-MHC class I binding affinity with 185,985 pairs from IEDB/IMGT. The task is: Regression. Given a peptide amino acid sequence and an MHC pseudo amino acid sequence, predict their binding affinity value. This is MHC class I binding data. (1) The peptide sequence is SLNITTLRAV. The MHC is HLA-A24:02 with pseudo-sequence HLA-A24:02. The binding affinity (normalized) is 0. (2) The peptide sequence is MPVGGQSSF. The MHC is HLA-A02:03 with pseudo-sequence HLA-A02:03. The binding affinity (normalized) is 0.0847. (3) The peptide sequence is ETVNFVPNY. The MHC is HLA-A02:50 with pseudo-sequence HLA-A02:50. The binding affinity (normalized) is 0.0847. (4) The peptide sequence is SPGDLQTLAL. The MHC is HLA-A33:01 with pseudo-sequence HLA-A33:01. The binding affinity (normalized) is 0. (5) The peptide sequence is KGICSCGAF. The MHC is HLA-B07:02 with pseudo-sequence HLA-B07:02. The binding affinity (normalized) is 0.158. (6) The peptide sequence is PHDPDFLVL. The MHC is HLA-A02:03 with pseudo-sequence HLA-A02:03. The binding affinity (normalized) is 0.0847.